The task is: Predict the product of the given reaction.. This data is from Forward reaction prediction with 1.9M reactions from USPTO patents (1976-2016). (1) Given the reactants [N+:1]([C:4]1[CH:29]=[CH:28][C:7]([O:8][C:9]2[CH:10]=[C:11]([CH:25]=[CH:26][CH:27]=2)[C:12]([NH:14][C:15]2[CH:20]=[CH:19][CH:18]=[C:17]([C:21]([F:24])([F:23])[F:22])[CH:16]=2)=[O:13])=[CH:6][CH:5]=1)([O-])=O, predict the reaction product. The product is: [NH2:1][C:4]1[CH:5]=[CH:6][C:7]([O:8][C:9]2[CH:10]=[C:11]([CH:25]=[CH:26][CH:27]=2)[C:12]([NH:14][C:15]2[CH:20]=[CH:19][CH:18]=[C:17]([C:21]([F:22])([F:23])[F:24])[CH:16]=2)=[O:13])=[CH:28][CH:29]=1. (2) Given the reactants [N:1]1[CH:6]=[CH:5][CH:4]=[N:3][C:2]=1[C:7]#[N:8].[H][H].[C:11]([OH:14])(=[O:13])[CH3:12], predict the reaction product. The product is: [C:11]([OH:14])(=[O:13])[CH3:12].[N:1]1[CH:6]=[CH:5][CH:4]=[N:3][C:2]=1[CH2:7][NH2:8].